This data is from Forward reaction prediction with 1.9M reactions from USPTO patents (1976-2016). The task is: Predict the product of the given reaction. Given the reactants [S:1]1[CH:5]=[CH:4][CH:3]=[C:2]1[CH:6]=O.[C:8]([CH2:10][C:11]([O:13][CH2:14][CH3:15])=[O:12])#[N:9], predict the reaction product. The product is: [C:8](/[C:10](=[CH:6]\[C:2]1[S:1][CH:5]=[CH:4][CH:3]=1)/[C:11]([O:13][CH2:14][CH3:15])=[O:12])#[N:9].